This data is from Forward reaction prediction with 1.9M reactions from USPTO patents (1976-2016). The task is: Predict the product of the given reaction. (1) Given the reactants [OH:1][C:2]1[CH:7]=[CH:6][C:5]([CH2:8][C:9]([OH:11])=O)=[CH:4][CH:3]=1.[Cl:12][C:13]1[CH:18]=[CH:17][C:16]([CH:19]([C:21]2[CH:26]=[CH:25][CH:24]=[CH:23][CH:22]=2)[NH2:20])=[CH:15][CH:14]=1, predict the reaction product. The product is: [Cl:12][C:13]1[CH:14]=[CH:15][C:16]([CH:19]([C:21]2[CH:22]=[CH:23][CH:24]=[CH:25][CH:26]=2)[NH:20][C:9](=[O:11])[CH2:8][C:5]2[CH:4]=[CH:3][C:2]([OH:1])=[CH:7][CH:6]=2)=[CH:17][CH:18]=1. (2) Given the reactants [C:1]1([CH2:7][C:8]([C:10]2[CH:19]=[C:18]3[C:13]([C:14](=[O:25])[N:15]4[CH2:24][CH2:23][CH2:22][CH2:21][CH2:20][C:16]4=[N:17]3)=[CH:12][CH:11]=2)=[O:9])[CH:6]=[CH:5][CH:4]=[CH:3][CH:2]=1.[BH4-].[Na+], predict the reaction product. The product is: [OH:9][CH:8]([C:10]1[CH:19]=[C:18]2[C:13]([C:14](=[O:25])[N:15]3[CH2:24][CH2:23][CH2:22][CH2:21][CH2:20][C:16]3=[N:17]2)=[CH:12][CH:11]=1)[CH2:7][C:1]1[CH:2]=[CH:3][CH:4]=[CH:5][CH:6]=1. (3) Given the reactants [N:1]([C:4]1[C:13]([S:14][CH2:15][C:16]2[CH:21]=[CH:20][C:19]([O:22][CH3:23])=[CH:18][CH:17]=2)=[CH:12][C:7]([C:8]([O:10][CH3:11])=[O:9])=[C:6]([NH:24][C:25]2[CH:30]=[CH:29][CH:28]=[CH:27][C:26]=2[F:31])[C:5]=1[F:32])=[N+]=[N-].CCOCC.CS(C)=O.S1(CCCC1)(=O)=O, predict the reaction product. The product is: [NH2:1][C:4]1[C:13]([S:14][CH2:15][C:16]2[CH:17]=[CH:18][C:19]([O:22][CH3:23])=[CH:20][CH:21]=2)=[CH:12][C:7]([C:8]([O:10][CH3:11])=[O:9])=[C:6]([NH:24][C:25]2[CH:30]=[CH:29][CH:28]=[CH:27][C:26]=2[F:31])[C:5]=1[F:32]. (4) Given the reactants [NH2:1][C:2]1[NH:6][N:5]=[C:4]([C:7]2[CH:12]=[CH:11][CH:10]=[CH:9][C:8]=2[Br:13])[CH:3]=1.C([N:22]=[C:23]=[S:24])(=O)C1C=CC=CC=1.[OH-].[Na+].[NH4+].[Cl-], predict the reaction product. The product is: [Br:13][C:8]1[CH:9]=[CH:10][CH:11]=[CH:12][C:7]=1[C:4]1[CH:3]=[C:2]([NH:1][C:23]([NH2:22])=[S:24])[NH:6][N:5]=1. (5) Given the reactants C(OC([N:8]1[CH2:14][CH2:13][C:12]2[CH:15]=[CH:16][C:17]([NH:19][C:20]3[N:42]=[C:23]4[C:24]([C:28]5[CH:33]=[C:32]([CH:34]([F:36])[F:35])[CH:31]=[CH:30][C:29]=5[O:37][CH2:38][CH:39]([F:41])[F:40])=[CH:25][CH:26]=[CH:27][N:22]4[N:21]=3)=[CH:18][C:11]=2[CH2:10][CH2:9]1)=O)(C)(C)C.FC(F)(F)C(O)=O, predict the reaction product. The product is: [F:41][CH:39]([F:40])[CH2:38][O:37][C:29]1[CH:30]=[CH:31][C:32]([CH:34]([F:36])[F:35])=[CH:33][C:28]=1[C:24]1[C:23]2[N:22]([N:21]=[C:20]([NH:19][C:17]3[CH:16]=[CH:15][C:12]4[CH2:13][CH2:14][NH:8][CH2:9][CH2:10][C:11]=4[CH:18]=3)[N:42]=2)[CH:27]=[CH:26][CH:25]=1. (6) The product is: [C:3]([C:5]1[CH:10]=[CH:9][CH:8]=[CH:7][C:6]=1[C:11]1[C:12](=[O:30])[N:13]([C:23]2[CH:28]=[CH:27][CH:26]=[C:25]([NH:29][CH3:31])[CH:24]=2)[CH:14]=[C:15]([C:17]2[CH:22]=[CH:21][CH:20]=[CH:19][N:18]=2)[CH:16]=1)#[N:4]. Given the reactants C=O.[C:3]([C:5]1[CH:10]=[CH:9][CH:8]=[CH:7][C:6]=1[C:11]1[C:12](=[O:30])[N:13]([C:23]2[CH:28]=[CH:27][CH:26]=[C:25]([NH2:29])[CH:24]=2)[CH:14]=[C:15]([C:17]2[CH:22]=[CH:21][CH:20]=[CH:19][N:18]=2)[CH:16]=1)#[N:4].[C:31](=O)(O)[O-].[Na+], predict the reaction product. (7) Given the reactants [NH2:1][CH2:2][CH2:3][N:4]1[C:8](=[O:9])/[C:7](=[CH:10]/[C:11]2[CH:12]=[C:13]3[C:17](=[CH:18][CH:19]=2)[N:16]([CH2:20][C:21]2[CH:26]=[CH:25][C:24]([Cl:27])=[CH:23][C:22]=2[C:28]([F:31])([F:30])[F:29])[N:15]=[CH:14]3)/[S:6][C:5]1=[O:32].[CH3:33][C:34]1[C:38]([S:39](Cl)(=[O:41])=[O:40])=[C:37]([CH3:43])[O:36][N:35]=1, predict the reaction product. The product is: [Cl:27][C:24]1[CH:25]=[CH:26][C:21]([CH2:20][N:16]2[C:17]3[C:13](=[CH:12][C:11](/[CH:10]=[C:7]4/[C:8](=[O:9])[N:4]([CH2:3][CH2:2][NH:1][S:39]([C:38]5[C:34]([CH3:33])=[N:35][O:36][C:37]=5[CH3:43])(=[O:41])=[O:40])[C:5](=[O:32])[S:6]/4)=[CH:19][CH:18]=3)[CH:14]=[N:15]2)=[C:22]([C:28]([F:30])([F:29])[F:31])[CH:23]=1.